This data is from Drug-target binding data from BindingDB using IC50 measurements. The task is: Regression. Given a target protein amino acid sequence and a drug SMILES string, predict the binding affinity score between them. We predict pIC50 (pIC50 = -log10(IC50 in M); higher means more potent). Dataset: bindingdb_ic50. The compound is CC(=O)N[C@@H]1[C@@H](O)C[C@](SCCCCCSCCCOCCC[Si](CCCOCCCSCCCCCS[C@]2(C(=O)O)C[C@H](O)[C@@H](NC(C)=O)[C@H]([C@H](O)[C@H](O)CO)O2)(CCCOCCCSCCCCCS[C@]2(C(=O)O)C[C@H](O)[C@@H](NC(C)=O)[C@H]([C@H](O)[C@H](O)CO)O2)CCCOCCCSCCCCCS[C@]2(C(=O)O)C[C@H](O)[C@@H](NC(C)=O)[C@H]([C@H](O)[C@H](O)CO)O2)(C(=O)O)O[C@H]1[C@H](O)[C@H](O)CO. The target protein (P03471) has sequence MNPNQKIITIGSVSLTIATVCFLMQIAILVTTVTLHFKQYECDSPANNQVMPCEPIIIERNITEIVYLTNTTIEKEICPKLVEYRNWSKPQCKITGFAPFSKDNSIRLSAGGDIWVTREPYVSCDPGKCYQFALGQGTTLDNKHSNDTIHDRIPHRTLLMNELGVPFHLGTRQVCIAWSSSSCHDGKAWLHVCVTGDDKNATASFIYDGRLVDSIGSWSQNILRTQESECVCINGTCTVVMTDGSASGRADTRILFIEEGKIVHISPLSGSAQHVEECSCYPRYPGVRCICRDNWKGSNRPVVDINVKDYSIDSRYVCSGLVGDTPRNNDRSSNSNCRNPNNDKGNHGVKGWAFDDGNDVWMGRTISKDSRSGYETFKVIGGWSTPNSKSQINRQVIVDSDNRSGYSGIFSVEGKSCINRCFYVELIRGREQETRVWWTSNSIVVFCGTSGTYGTGSWPDGADINLMPI. The pIC50 is 2.3.